Dataset: Reaction yield outcomes from USPTO patents with 853,638 reactions. Task: Predict the reaction yield, written as a fraction of the theoretical maximum amount of product (1.0 means a 100% yield; for example, 0.34 means a 34% yield). (1) The reactants are [OH:1][C:2]1[C:11]2[C:6](=[C:7]3[CH:15]=[CH:14][CH:13]=[CH:12][C:8]3=[CH:9][CH:10]=2)[O:5][C:4](=[O:16])[CH:3]=1.[Cl:17]C1C2C(=CC=CC=2)C(O)=CC=1. No catalyst specified. The product is [OH:1][C:2]1[C:11]2[C:6](=[C:7]3[CH:15]=[CH:14][CH:13]=[CH:12][C:8]3=[C:9]([Cl:17])[CH:10]=2)[O:5][C:4](=[O:16])[CH:3]=1. The yield is 0.300. (2) The catalyst is O.CC#N. The reactants are [OH:1][C:2]1[CH:3]=[C:4]([CH:8]2[CH2:13][CH2:12][NH:11][CH2:10][CH2:9]2)[CH:5]=[CH:6][CH:7]=1.[C:14](O[C:14]([O:16][C:17]([CH3:20])([CH3:19])[CH3:18])=[O:15])([O:16][C:17]([CH3:20])([CH3:19])[CH3:18])=[O:15].C(N(CC)CC)C.[Cl-].[Mg+2].[Cl-].[CH2:39]=[O:40].Cl. The yield is 0.470. The product is [CH:39]([C:7]1[CH:6]=[CH:5][C:4]([CH:8]2[CH2:13][CH2:12][N:11]([C:14]([O:16][C:17]([CH3:20])([CH3:19])[CH3:18])=[O:15])[CH2:10][CH2:9]2)=[CH:3][C:2]=1[OH:1])=[O:40].